Dataset: Full USPTO retrosynthesis dataset with 1.9M reactions from patents (1976-2016). Task: Predict the reactants needed to synthesize the given product. (1) Given the product [F:20][C:21]([F:36])([F:37])[C:22]1[CH:27]=[C:26]([C:28]([F:29])([F:30])[F:31])[CH:25]=[CH:24][C:23]=1[CH2:32][C:33]([N:3]1[CH2:8][CH2:7][CH:6](/[CH:9]=[C:10]2/[C:11]([NH:16][CH2:17][C:18]#[CH:19])=[N:12][C:13](=[O:15])[S:14]/2)[CH2:5][CH2:4]1)=[O:34], predict the reactants needed to synthesize it. The reactants are: Cl.Cl.[NH:3]1[CH2:8][CH2:7][CH:6](/[CH:9]=[C:10]2/[C:11]([NH:16][CH2:17][C:18]#[CH:19])=[N:12][C:13](=[O:15])[S:14]/2)[CH2:5][CH2:4]1.[F:20][C:21]([F:37])([F:36])[C:22]1[CH:27]=[C:26]([C:28]([F:31])([F:30])[F:29])[CH:25]=[CH:24][C:23]=1[CH2:32][C:33](O)=[O:34].C(N(C(C)C)C(C)C)C.F[P-](F)(F)(F)(F)F.CN(C(ON1C2=NC=CC=C2N=N1)=[N+](C)C)C. (2) Given the product [NH2:7][CH:8]([C:9](=[O:27])[N:10]1[CH2:15][CH2:14][CH2:13][CH2:12][CH:11]1[C:16]1[NH:17][CH:18]=[C:19]([C:21]2[CH:22]=[CH:23][CH:24]=[CH:25][CH:26]=2)[N:20]=1)[CH2:28][C:29]1[C:30]([CH3:39])=[CH:31][C:32]([C:36]([NH2:37])=[O:38])=[CH:33][C:34]=1[CH3:35], predict the reactants needed to synthesize it. The reactants are: C(OC(=O)[NH:7][CH:8]([CH2:28][C:29]1[C:34]([CH3:35])=[CH:33][C:32]([C:36](=[O:38])[NH2:37])=[CH:31][C:30]=1[CH3:39])[C:9](=[O:27])[N:10]1[CH2:15][CH2:14][CH2:13][CH2:12][CH:11]1[C:16]1[NH:17][CH:18]=[C:19]([C:21]2[CH:26]=[CH:25][CH:24]=[CH:23][CH:22]=2)[N:20]=1)(C)(C)C.FC(F)(F)C(O)=O. (3) Given the product [CH3:3][O:4][C:5]1[CH:6]=[C:7]([CH:13]([CH3:16])[C:14]([OH:22])=[O:1])[CH:8]=[C:9]([O:11][CH3:12])[CH:10]=1, predict the reactants needed to synthesize it. The reactants are: [OH-:1].[Na+].[CH3:3][O:4][C:5]1[CH:6]=[C:7]([CH:13]([CH3:16])[C:14]#N)[CH:8]=[C:9]([O:11][CH3:12])[CH:10]=1.C(O)CCC.[OH2:22]. (4) Given the product [CH2:19]([O:21][C:22](=[O:23])[C:24]1[CH:25]=[CH:26][CH:27]=[C:28]([N:14]2[C:13]([C:12]3[C:8]([C:4]4[CH:5]=[CH:6][CH:7]=[C:2]([F:1])[CH:3]=4)=[N:9][O:10][C:11]=3[CH3:18])=[CH:17][N:16]=[CH:15]2)[CH:29]=1)[CH3:20], predict the reactants needed to synthesize it. The reactants are: [F:1][C:2]1[CH:3]=[C:4]([C:8]2[C:12]([C:13]3[N:14]=[CH:15][NH:16][CH:17]=3)=[C:11]([CH3:18])[O:10][N:9]=2)[CH:5]=[CH:6][CH:7]=1.[CH2:19]([O:21][C:22]([C:24]1[CH:25]=[C:26](B(O)O)[CH:27]=[CH:28][CH:29]=1)=[O:23])[CH3:20].C(OCC)(=O)C. (5) Given the product [F:75][C:71]1[CH:70]=[C:42]([CH:41]=[C:40]([F:39])[C:72]=1[O:73][CH3:74])[CH2:43][N:44]1[C:49]2[CH:50]=[C:51]([C:53]3[CH:58]=[CH:57][C:56]([F:59])=[CH:55][C:54]=3[O:60][CH3:61])[S:52][C:48]=2[C:47](=[O:62])[N:46]([CH:63]2[CH2:64][CH2:65][N:66]([C:29]([C:28]3[CH:27]=[CH:26][C:25]([C:19]4[C:20]5[CH:21]=[C:22]([O:23][CH3:24])[C:13]([O:12][CH2:10][CH3:11])=[CH:14][C:15]=5[C@H:16]5[CH2:37][S:36][CH2:35][CH2:34][C@H:17]5[N:18]=4)=[CH:33][CH:32]=3)=[O:30])[CH2:67][CH2:68]2)[C:45]1=[O:69], predict the reactants needed to synthesize it. The reactants are: CCN(C(C)C)C(C)C.[CH2:10]([O:12][C:13]1[C:22]([O:23][CH3:24])=[CH:21][C:20]2[C:19]([C:25]3[CH:33]=[CH:32][C:28]([C:29](O)=[O:30])=[CH:27][CH:26]=3)=[N:18][C@@H:17]3[CH2:34][CH2:35][S:36][CH2:37][C@@H:16]3[C:15]=2[CH:14]=1)[CH3:11].Cl.[F:39][C:40]1[CH:41]=[C:42]([CH:70]=[C:71]([F:75])[C:72]=1[O:73][CH3:74])[CH2:43][N:44]1[C:49]2[CH:50]=[C:51]([C:53]3[CH:58]=[CH:57][C:56]([F:59])=[CH:55][C:54]=3[O:60][CH3:61])[S:52][C:48]=2[C:47](=[O:62])[N:46]([CH:63]2[CH2:68][CH2:67][NH:66][CH2:65][CH2:64]2)[C:45]1=[O:69].CN(C(ON1N=NC2C=CC=CC1=2)=[N+](C)C)C.F[P-](F)(F)(F)(F)F.C(=O)(O)[O-].[Na+]. (6) Given the product [CH2:20]([CH:21]1[CH2:22][C:23]2[C:18](=[CH:17][C:16]([O:15][CH3:14])=[CH:25][CH:24]=2)[C:12]1=[O:13])[CH3:19], predict the reactants needed to synthesize it. The reactants are: C(C1[C:12](=[O:13])C2C=CSC=2CC1)CC.[CH3:14][O:15][C:16]1[CH:17]=[C:18]2[C:23](=[CH:24][CH:25]=1)[C:22](=O)[CH2:21][CH2:20][CH2:19]2.C(I)C. (7) Given the product [Br:8][C:5]1[CH:6]=[CH:7][C:2]([O:10][CH3:9])=[N:3][CH:4]=1, predict the reactants needed to synthesize it. The reactants are: Br[C:2]1[CH:7]=[CH:6][C:5]([Br:8])=[CH:4][N:3]=1.[CH3:9][OH:10].C[O-].[Na+]. (8) The reactants are: [Br:1][C:2]1[CH:3]=[N:4][C:5]2[N:6]([N:8]=[C:9]([C:11]([OH:13])=O)[CH:10]=2)[CH:7]=1.[Cl:14][C:15]1[CH:20]=[CH:19][C:18]([C:21]2[CH2:22][CH:23]([CH3:27])[NH:24][CH2:25][CH:26]=2)=[CH:17][CH:16]=1. Given the product [Br:1][C:2]1[CH:3]=[N:4][C:5]2[N:6]([N:8]=[C:9]([C:11]([N:24]3[CH2:25][CH:26]=[C:21]([C:18]4[CH:17]=[CH:16][C:15]([Cl:14])=[CH:20][CH:19]=4)[CH2:22][CH:23]3[CH3:27])=[O:13])[CH:10]=2)[CH:7]=1, predict the reactants needed to synthesize it. (9) Given the product [CH2:16]1[C:24]2[C:19](=[CH:20][CH:21]=[CH:22][CH:23]=2)[CH2:18][CH:17]1[C@H:25]1[NH:30][C:29](=[O:31])[C@@H:28]([C@@H:32]([CH3:35])[CH2:33][CH3:34])[N:27]([C@H:36]([C:40]2[N:41]=[C:42]([CH3:45])[O:43][CH:44]=2)[C:37]([N:10]2[CH2:15][CH2:14][O:13][CH2:12][CH2:11]2)=[O:38])[C:26]1=[O:46], predict the reactants needed to synthesize it. The reactants are: C(N(C(C)C)CC)(C)C.[NH:10]1[CH2:15][CH2:14][O:13][CH2:12][CH2:11]1.[CH2:16]1[C:24]2[C:19](=[CH:20][CH:21]=[CH:22][CH:23]=2)[CH2:18][CH:17]1[C@H:25]1[NH:30][C:29](=[O:31])[C@@H:28]([C@@H:32]([CH3:35])[CH2:33][CH3:34])[N:27]([CH:36]([C:40]2[N:41]=[C:42]([CH3:45])[O:43][CH:44]=2)[C:37](O)=[O:38])[C:26]1=[O:46].